Dataset: Full USPTO retrosynthesis dataset with 1.9M reactions from patents (1976-2016). Task: Predict the reactants needed to synthesize the given product. (1) Given the product [NH:19]1[CH:20]=[CH:21][N:17]=[C:18]1[NH:22][C:23]([C:25]1[C:33]2[N:32]=[C:31]([NH:34][C:14]([C:7]3[N:8]=[CH:9][C:10]4[C:5]([CH:6]=3)=[CH:4][CH:3]=[C:2]([Cl:1])[C:11]=4[O:12][CH3:13])=[O:16])[NH:30][C:29]=2[CH:28]=[CH:27][CH:26]=1)=[O:24], predict the reactants needed to synthesize it. The reactants are: [Cl:1][C:2]1[C:11]([O:12][CH3:13])=[C:10]2[C:5]([CH:6]=[C:7]([C:14]([OH:16])=O)[N:8]=[CH:9]2)=[CH:4][CH:3]=1.[NH:17]1[CH:21]=[CH:20][N:19]=[C:18]1[NH:22][C:23]([C:25]1[C:33]2[NH:32][C:31]([NH2:34])=[N:30][C:29]=2[CH:28]=[CH:27][CH:26]=1)=[O:24].CN(C(ON1N=NC2C=CC=CC1=2)=[N+](C)C)C.F[P-](F)(F)(F)(F)F.CCN(C(C)C)C(C)C. (2) Given the product [CH2:36]([C:4]1([CH2:2][CH3:3])[O:9][C:8](=[O:10])[N:7]([CH2:11][CH2:12][C:13]([NH:16][CH2:17][CH:18]([C:20]2[CH:21]=[CH:22][C:23]([OH:31])=[C:24]([NH:26][S:27]([CH3:30])(=[O:28])=[O:29])[CH:25]=2)[OH:19])([CH3:14])[CH3:15])[C:6]2[CH:32]=[CH:33][CH:34]=[CH:35][C:5]1=2)[CH3:37], predict the reactants needed to synthesize it. The reactants are: Cl.[CH2:2]([C:4]1([CH2:36][CH3:37])[O:9][C:8](=[O:10])[N:7]([CH2:11][CH2:12][C:13]([NH:16][CH2:17][C@@H:18]([C:20]2[CH:21]=[CH:22][C:23]([OH:31])=[C:24]([NH:26][S:27]([CH3:30])(=[O:29])=[O:28])[CH:25]=2)[OH:19])([CH3:15])[CH3:14])[C:6]2[CH:32]=[CH:33][CH:34]=[CH:35][C:5]1=2)[CH3:3].CC(C)=O. (3) Given the product [C:9]([O:8][C:6](=[O:7])[NH:5][N:4]1[CH:14]=[C:15]([C:17]2[CH:18]=[N:19][N:20]([CH3:22])[CH:21]=2)[N:3]=[C:1]1[CH3:2])([CH3:12])([CH3:11])[CH3:10], predict the reactants needed to synthesize it. The reactants are: [C:1]([NH:4][NH:5][C:6]([O:8][C:9]([CH3:12])([CH3:11])[CH3:10])=[O:7])(=[NH:3])[CH3:2].Br[CH2:14][C:15]([C:17]1[CH:18]=[N:19][N:20]([CH3:22])[CH:21]=1)=O.C(N(CC)C(C)C)(C)C. (4) Given the product [CH3:4][C@H:12]([C@H:11]([OH:13])[C@@H:9]([CH3:10])[CH2:8][C@@H:7]([CH3:6])[CH2:16][C@@H:17]([CH3:22])[CH2:18][CH:19]([CH3:21])[CH3:20])[CH2:14][OH:15], predict the reactants needed to synthesize it. The reactants are: [Cu]C#N.[CH3:4][Li].[CH3:6][C@@H:7]([CH2:16][C@@H:17]([CH3:22])[CH2:18][CH:19]([CH3:21])[CH3:20])[CH2:8][C@@H:9]([C@H:11]1[O:13][C@@H:12]1[CH2:14][OH:15])[CH3:10].